From a dataset of Forward reaction prediction with 1.9M reactions from USPTO patents (1976-2016). Predict the product of the given reaction. (1) The product is: [NH2:1][C:4]1[CH:9]=[CH:8][C:7]([OH:10])=[C:6]([O:11][CH2:12][CH2:13][N:14]2[CH2:19][CH2:18][O:17][CH2:16][CH2:15]2)[CH:5]=1. Given the reactants [N+:1]([C:4]1[CH:9]=[CH:8][C:7]([OH:10])=[C:6]([O:11][CH2:12][CH2:13][N:14]2[CH2:19][CH2:18][O:17][CH2:16][CH2:15]2)[CH:5]=1)([O-])=O, predict the reaction product. (2) Given the reactants [CH3:1][C:2]1[CH:7]=[CH:6][CH:5]=[C:4]([CH3:8])[C:3]=1[OH:9].C(=O)([O-])[O-].[K+].[K+].F[C:17]1[CH:22]=[CH:21][C:20]([N+:23]([O-:25])=[O:24])=[CH:19][C:18]=1[CH3:26].CN(C=O)C, predict the reaction product. The product is: [CH3:1][C:2]1[CH:7]=[CH:6][CH:5]=[C:4]([CH3:8])[C:3]=1[O:9][C:17]1[CH:22]=[CH:21][C:20]([N+:23]([O-:25])=[O:24])=[CH:19][C:18]=1[CH3:26]. (3) Given the reactants [CH3:1][C:2]1[CH:3]=[C:4]([C:19]2[N:20]=[N:21][N:22]([CH:24]3[CH2:29][CH2:28][CH2:27][C:26](=[O:30])[CH2:25]3)[CH:23]=2)[CH:5]=[C:6]([NH:8][C:9]2[N:14]=[C:13]([C:15]([F:18])([F:17])[F:16])[CH:12]=[CH:11][N:10]=2)[CH:7]=1.[BH4-].[Na+], predict the reaction product. The product is: [CH3:1][C:2]1[CH:3]=[C:4]([C:19]2[N:20]=[N:21][N:22]([C@@H:24]3[CH2:29][CH2:28][CH2:27][C@H:26]([OH:30])[CH2:25]3)[CH:23]=2)[CH:5]=[C:6]([NH:8][C:9]2[N:14]=[C:13]([C:15]([F:18])([F:17])[F:16])[CH:12]=[CH:11][N:10]=2)[CH:7]=1. (4) Given the reactants FC(F)(F)C(O)=O.[CH2:8]([C:10]1([CH2:34][CH3:35])[O:15][C:14](=[O:16])[N:13]([CH2:17][CH2:18][C:19]([NH:22]C(=O)OC(C)(C)C)([CH3:21])[CH3:20])[C:12]2[CH:30]=[CH:31][CH:32]=[CH:33][C:11]1=2)[CH3:9], predict the reaction product. The product is: [NH2:22][C:19]([CH3:21])([CH3:20])[CH2:18][CH2:17][N:13]1[C:12]2[CH:30]=[CH:31][CH:32]=[CH:33][C:11]=2[C:10]([CH2:34][CH3:35])([CH2:8][CH3:9])[O:15][C:14]1=[O:16]. (5) The product is: [CH2:1]([N:3]([C@H:26]1[CH2:27][CH2:28][C@H:29]([N:32]([CH2:35][CH2:36][O:37][CH3:38])[CH3:33])[CH2:30][CH2:31]1)[C:4]1[C:5]([CH3:25])=[C:6]([C:21]([O:23][CH3:24])=[O:22])[CH:7]=[C:8]([C:10]2[CH:11]=[CH:12][C:13]([O:16][CH2:17][CH2:18][O:19][CH3:20])=[CH:14][CH:15]=2)[CH:9]=1)[CH3:2]. Given the reactants [CH2:1]([N:3]([C@H:26]1[CH2:31][CH2:30][C@H:29]([NH:32][CH3:33])[CH2:28][CH2:27]1)[C:4]1[C:5]([CH3:25])=[C:6]([C:21]([O:23][CH3:24])=[O:22])[CH:7]=[C:8]([C:10]2[CH:15]=[CH:14][C:13]([O:16][CH2:17][CH2:18][O:19][CH3:20])=[CH:12][CH:11]=2)[CH:9]=1)[CH3:2].Br[CH2:35][CH2:36][O:37][CH3:38].C([O-])([O-])=O.[K+].[K+], predict the reaction product. (6) Given the reactants Cl[CH2:2][C:3]([NH:5][C:6]1[CH:11]=[CH:10][C:9]([F:12])=[CH:8][C:7]=1[OH:13])=[O:4].CCN(C(C)C)C(C)C, predict the reaction product. The product is: [F:12][C:9]1[CH:10]=[CH:11][C:6]2[NH:5][C:3](=[O:4])[CH2:2][O:13][C:7]=2[CH:8]=1. (7) Given the reactants [Si:1]([O:8][CH2:9][CH2:10][CH2:11][CH2:12][CH2:13][CH2:14][NH:15][CH:16]1[CH2:21][CH2:20][CH2:19][CH2:18][CH2:17]1)([C:4]([CH3:7])([CH3:6])[CH3:5])([CH3:3])[CH3:2].[N:22]([C:25]([CH3:28])([CH3:27])[CH3:26])=[C:23]=[O:24], predict the reaction product. The product is: [C:25]([NH:22][C:23](=[O:24])[N:15]([CH2:14][CH2:13][CH2:12][CH2:11][CH2:10][CH2:9][O:8][Si:1]([C:4]([CH3:7])([CH3:6])[CH3:5])([CH3:3])[CH3:2])[CH:16]1[CH2:17][CH2:18][CH2:19][CH2:20][CH2:21]1)([CH3:28])([CH3:27])[CH3:26]. (8) Given the reactants CC1(C)CCCC(C)(C)N1.[Li]CCCC.[CH3:16][C:17]([CH:32]1[CH2:37][CH2:36][NH:35][C:34](=[O:38])[CH2:33]1)([S:19]([C:22]1[CH:27]=[CH:26][CH:25]=[C:24]([C:28]([F:31])([F:30])[F:29])[CH:23]=1)(=[O:21])=[O:20])[CH3:18].CS(O[CH2:44][C:45]1[C:50]([Cl:51])=[CH:49][C:48]([C:52]([F:55])([F:54])[F:53])=[CH:47][N:46]=1)(=O)=O, predict the reaction product. The product is: [Cl:51][C:50]1[C:45]([CH2:44][N:35]2[CH2:36][CH2:37][CH:32]([C:17]([CH3:16])([S:19]([C:22]3[CH:27]=[CH:26][CH:25]=[C:24]([C:28]([F:29])([F:31])[F:30])[CH:23]=3)(=[O:20])=[O:21])[CH3:18])[CH2:33][C:34]2=[O:38])=[N:46][CH:47]=[C:48]([C:52]([F:54])([F:53])[F:55])[CH:49]=1. (9) The product is: [CH2:1]([O:8][C:9]1[CH:14]=[CH:13][N:12]([C:27]2[CH:28]=[CH:29][C:24]([O:23][Si:16]([C:19]([CH3:22])([CH3:21])[CH3:20])([CH3:17])[CH3:18])=[CH:25][CH:26]=2)[C:11](=[O:15])[CH:10]=1)[C:2]1[CH:3]=[CH:4][CH:5]=[CH:6][CH:7]=1. Given the reactants [CH2:1]([O:8][C:9]1[CH:14]=[CH:13][NH:12][C:11](=[O:15])[CH:10]=1)[C:2]1[CH:7]=[CH:6][CH:5]=[CH:4][CH:3]=1.[Si:16]([O:23][C:24]1[CH:29]=[CH:28][C:27](OB(O)O)=[CH:26][CH:25]=1)([C:19]([CH3:22])([CH3:21])[CH3:20])([CH3:18])[CH3:17].N1C=CC=CC=1.ClCCl, predict the reaction product. (10) Given the reactants [C:1]1(=[O:11])[C:10]2[C:5](=[CH:6][CH:7]=[CH:8][CH:9]=2)[CH2:4][CH2:3][NH:2]1.[S:12]([Cl:16])(=O)(=[O:14])[OH:13], predict the reaction product. The product is: [O:11]=[C:1]1[C:10]2[C:5](=[CH:6][CH:7]=[C:8]([S:12]([Cl:16])(=[O:14])=[O:13])[CH:9]=2)[CH2:4][CH2:3][NH:2]1.